This data is from NCI-60 drug combinations with 297,098 pairs across 59 cell lines. The task is: Regression. Given two drug SMILES strings and cell line genomic features, predict the synergy score measuring deviation from expected non-interaction effect. (1) Drug 1: CCCS(=O)(=O)NC1=C(C(=C(C=C1)F)C(=O)C2=CNC3=C2C=C(C=N3)C4=CC=C(C=C4)Cl)F. Drug 2: C(CN)CNCCSP(=O)(O)O. Synergy scores: CSS=-1.54, Synergy_ZIP=1.83, Synergy_Bliss=2.32, Synergy_Loewe=-0.186, Synergy_HSA=-0.376. Cell line: SN12C. (2) Drug 1: C1=CC(=C2C(=C1NCCNCCO)C(=O)C3=C(C=CC(=C3C2=O)O)O)NCCNCCO. Drug 2: CN(CCCl)CCCl.Cl. Cell line: SF-268. Synergy scores: CSS=48.6, Synergy_ZIP=3.07, Synergy_Bliss=2.06, Synergy_Loewe=-11.8, Synergy_HSA=3.16. (3) Drug 1: C1=CC(=C2C(=C1NCCNCCO)C(=O)C3=C(C=CC(=C3C2=O)O)O)NCCNCCO. Drug 2: CC(C)(C#N)C1=CC(=CC(=C1)CN2C=NC=N2)C(C)(C)C#N. Cell line: SK-MEL-5. Synergy scores: CSS=43.3, Synergy_ZIP=0.146, Synergy_Bliss=-2.23, Synergy_Loewe=-13.0, Synergy_HSA=-1.42. (4) Drug 1: CC1=C(C(CCC1)(C)C)C=CC(=CC=CC(=CC(=O)O)C)C. Drug 2: C#CCC(CC1=CN=C2C(=N1)C(=NC(=N2)N)N)C3=CC=C(C=C3)C(=O)NC(CCC(=O)O)C(=O)O. Cell line: PC-3. Synergy scores: CSS=69.2, Synergy_ZIP=20.6, Synergy_Bliss=1.07, Synergy_Loewe=21.0, Synergy_HSA=0.607. (5) Drug 1: C1CCN(CC1)CCOC2=CC=C(C=C2)C(=O)C3=C(SC4=C3C=CC(=C4)O)C5=CC=C(C=C5)O. Drug 2: COC1=C(C=C2C(=C1)N=CN=C2NC3=CC(=C(C=C3)F)Cl)OCCCN4CCOCC4. Cell line: SK-OV-3. Synergy scores: CSS=39.0, Synergy_ZIP=-0.707, Synergy_Bliss=-2.12, Synergy_Loewe=-6.94, Synergy_HSA=-2.09.